Dataset: Catalyst prediction with 721,799 reactions and 888 catalyst types from USPTO. Task: Predict which catalyst facilitates the given reaction. (1) Reactant: [Cl:1][C:2]1[N:7]=[C:6]([C:8]2[S:12][CH:11]=[N:10][C:9]=2[C:13]2[CH:14]=[C:15]([NH2:19])[CH:16]=[CH:17][CH:18]=2)[CH:5]=[CH:4][N:3]=1.[F:20][C:21]1[CH:29]=[CH:28][C:27]([F:30])=[CH:26][C:22]=1[C:23](Cl)=[O:24]. Product: [Cl:1][C:2]1[N:7]=[C:6]([C:8]2[S:12][CH:11]=[N:10][C:9]=2[C:13]2[CH:14]=[C:15]([NH:19][C:23](=[O:24])[C:22]3[CH:26]=[C:27]([F:30])[CH:28]=[CH:29][C:21]=3[F:20])[CH:16]=[CH:17][CH:18]=2)[CH:5]=[CH:4][N:3]=1. The catalyst class is: 1. (2) Reactant: [N+:1]([C:4]1[CH:9]=[CH:8][C:7](N)=[C:6]([NH2:11])[CH:5]=1)([O-:3])=[O:2].Br[C:13]#[N:14].O.CC#[N:18]. Product: [NH2:18][C:13]1[NH:14][C:5]2[C:4]([N+:1]([O-:3])=[O:2])=[CH:9][CH:8]=[CH:7][C:6]=2[N:11]=1. The catalyst class is: 5. (3) Reactant: [Cl:1][C:2]1[CH:3]=[C:4]([C:9]2[CH2:13][C:12](=[O:14])[N:11]([CH:15]([C:17]3[CH:34]=[CH:33][C:20]([C:21]([NH:23][CH2:24][CH2:25][C:26]([O:28][C:29]([CH3:32])([CH3:31])[CH3:30])=[O:27])=[O:22])=[CH:19][CH:18]=3)[CH3:16])[N:10]=2)[CH:5]=[C:6]([Cl:8])[CH:7]=1.[S:35](O[S:35]([C:38]([F:41])([F:40])[F:39])(=[O:37])=[O:36])([C:38]([F:41])([F:40])[F:39])(=[O:37])=[O:36]. Product: [Cl:1][C:2]1[CH:3]=[C:4]([C:9]2[CH:13]=[C:12]([O:14][S:35]([C:38]([F:41])([F:40])[F:39])(=[O:37])=[O:36])[N:11]([CH:15]([C:17]3[CH:34]=[CH:33][C:20]([C:21]([NH:23][CH2:24][CH2:25][C:26]([O:28][C:29]([CH3:30])([CH3:32])[CH3:31])=[O:27])=[O:22])=[CH:19][CH:18]=3)[CH3:16])[N:10]=2)[CH:5]=[C:6]([Cl:8])[CH:7]=1. The catalyst class is: 1. (4) Reactant: [Cl:1][C:2]1[CH:7]=[CH:6][N:5]=[C:4]([CH2:8][NH:9][C:10]2[O:11][C:12]3[C:18]([O:19][CH3:20])=[CH:17][C:16]([C:21]([OH:23])=O)=[CH:15][C:13]=3[N:14]=2)[CH:3]=1.FC(F)(F)C(O)=O.[F:31][CH2:32][CH:33]1[NH:38][CH2:37][C:36]([CH2:40][CH:41]([OH:43])[CH3:42])([CH3:39])[O:35][CH2:34]1.C(N(CC)C(C)C)(C)C.CN(C(ON1N=NC2C=CC=NC1=2)=[N+](C)C)C.F[P-](F)(F)(F)(F)F. Product: [Cl:1][C:2]1[CH:7]=[CH:6][N:5]=[C:4]([CH2:8][NH:9][C:10]2[O:11][C:12]3[C:18]([O:19][CH3:20])=[CH:17][C:16]([C:21]([N:38]4[CH:33]([CH2:32][F:31])[CH2:34][O:35][C:36]([CH2:40][CH:41]([OH:43])[CH3:42])([CH3:39])[CH2:37]4)=[O:23])=[CH:15][C:13]=3[N:14]=2)[CH:3]=1. The catalyst class is: 9. (5) Reactant: [Br:1][C:2]1[CH:3]=[CH:4][C:5]([Cl:9])=[N+:6]([O-])[CH:7]=1.C[Si]([C:14]#[N:15])(C)C.C(N(CC)CC)C. Product: [Br:1][C:2]1[C:7]([C:14]#[N:15])=[N:6][C:5]([Cl:9])=[CH:4][CH:3]=1. The catalyst class is: 10. (6) Reactant: [ClH:1].CCOCC.[CH2:7]([N:14]1[C:20](=[O:21])[CH:19]([NH:22][C:23](=[O:35])[C@@H:24]([N:26](C)[C:27](=O)OC(C)(C)C)[CH3:25])[CH2:18][S:17][C:16]2[CH:36]=[CH:37][CH:38]=[CH:39][C:15]1=2)[C:8]1[CH:13]=[CH:12][CH:11]=[CH:10][CH:9]=1. Product: [ClH:1].[CH2:7]([N:14]1[C:20](=[O:21])[CH:19]([NH:22][C:23](=[O:35])[C@@H:24]([NH:26][CH3:27])[CH3:25])[CH2:18][S:17][C:16]2[CH:36]=[CH:37][CH:38]=[CH:39][C:15]1=2)[C:8]1[CH:9]=[CH:10][CH:11]=[CH:12][CH:13]=1. The catalyst class is: 5. (7) Reactant: [Cl:1][C:2]1[CH:7]=[CH:6][C:5]([C@@:8]2([OH:26])[CH2:13][CH2:12][N:11]([C:14](=[O:23])[C@H:15]([NH:19][C:20]([NH2:22])=[S:21])[CH:16]([CH3:18])[CH3:17])[CH2:10][C:9]2([CH3:25])[CH3:24])=[CH:4][CH:3]=1.[Cl:27][CH2:28][C:29](=O)[CH2:30]Cl. Product: [Cl:27][CH2:28][C:29]1[N:22]=[C:20]([NH:19][C@H:15]([CH:16]([CH3:17])[CH3:18])[C:14]([N:11]2[CH2:12][CH2:13][C@@:8]([C:5]3[CH:6]=[CH:7][C:2]([Cl:1])=[CH:3][CH:4]=3)([OH:26])[C:9]([CH3:24])([CH3:25])[CH2:10]2)=[O:23])[S:21][CH:30]=1. The catalyst class is: 21. (8) Reactant: [Cl:1][C:2]1[CH:3]=[C:4]([OH:23])[CH:5]=[CH:6][C:7]=1[CH:8]([CH3:22])[C:9]([C:15]1[CH:20]=[CH:19][N:18]=[C:17]([Cl:21])[CH:16]=1)([OH:14])[C:10]([F:13])([F:12])[F:11].Br[C:25]([CH3:30])([CH3:29])[C:26]([NH2:28])=[O:27].[OH-].[Na+].Cl. Product: [Cl:1][C:2]1[CH:3]=[C:4]([CH:5]=[CH:6][C:7]=1[CH:8]([CH3:22])[C:9]([C:15]1[CH:20]=[CH:19][N:18]=[C:17]([Cl:21])[CH:16]=1)([OH:14])[C:10]([F:13])([F:12])[F:11])[O:23][C:25]([CH3:30])([CH3:29])[C:26]([NH2:28])=[O:27]. The catalyst class is: 44. (9) Reactant: [CH:1]([C:3]1[CH:4]=[C:5]([C:9]2[CH:14]=[CH:13][C:12]([C:15]([NH2:17])=[O:16])=[CH:11][C:10]=2[CH3:18])[CH:6]=[CH:7][CH:8]=1)=O.[ClH:19].[CH3:20][C:21]1([CH3:29])[CH2:26][CH2:25][CH:24]([CH2:27][NH2:28])[CH2:23][CH2:22]1.C(O[BH-](OC(=O)C)OC(=O)C)(=O)C.[Na+].O. Product: [ClH:19].[CH3:20][C:21]1([CH3:29])[CH2:26][CH2:25][CH:24]([CH2:27][NH:28][CH2:1][C:3]2[CH:4]=[C:5]([C:9]3[CH:14]=[CH:13][C:12]([C:15]([NH2:17])=[O:16])=[CH:11][C:10]=3[CH3:18])[CH:6]=[CH:7][CH:8]=2)[CH2:23][CH2:22]1. The catalyst class is: 404. (10) Reactant: Cl[C:2]1[N:7]=[C:6]([Cl:8])[N:5]=[C:4]([N:9]2[CH2:14][CH2:13][O:12][CH2:11][CH2:10]2)[N:3]=1.C(=O)([O-])[O-].[K+].[K+].[F:21][CH:22]([F:32])[C:23]1[NH:27][C:26]2[CH:28]=[CH:29][CH:30]=[CH:31][C:25]=2[N:24]=1. Product: [Cl:8][C:6]1[N:7]=[C:2]([N:24]2[C:25]3[CH:31]=[CH:30][CH:29]=[CH:28][C:26]=3[N:27]=[C:23]2[CH:22]([F:21])[F:32])[N:3]=[C:4]([N:9]2[CH2:14][CH2:13][O:12][CH2:11][CH2:10]2)[N:5]=1. The catalyst class is: 18.